Dataset: Forward reaction prediction with 1.9M reactions from USPTO patents (1976-2016). Task: Predict the product of the given reaction. (1) Given the reactants [CH2:1]([N:3]1[C:7]2=[N:8][C:9]([CH2:44][CH3:45])=[C:10]([CH2:19][NH:20][C:21](=[O:43])[C:22]3[CH:27]=[CH:26][C:25]([NH:28][C:29](=[O:42])[CH2:30][CH2:31][CH2:32][CH2:33][CH2:34][CH2:35][CH2:36][N:37]([CH2:39][CH2:40][OH:41])[CH3:38])=[CH:24][CH:23]=3)[C:11]([NH:12][CH:13]3[CH2:18][CH2:17][O:16][CH2:15][CH2:14]3)=[C:6]2[CH:5]=[N:4]1)[CH3:2].[C:46]([OH:53])(=[O:52])/[CH:47]=[CH:48]/[C:49]([OH:51])=[O:50], predict the reaction product. The product is: [C:46]([OH:53])(=[O:52])/[CH:47]=[CH:48]/[C:49]([OH:51])=[O:50].[CH2:1]([N:3]1[C:7]2=[N:8][C:9]([CH2:44][CH3:45])=[C:10]([CH2:19][NH:20][C:21](=[O:43])[C:22]3[CH:27]=[CH:26][C:25]([NH:28][C:29](=[O:42])[CH2:30][CH2:31][CH2:32][CH2:33][CH2:34][CH2:35][CH2:36][N:37]([CH2:39][CH2:40][OH:41])[CH3:38])=[CH:24][CH:23]=3)[C:11]([NH:12][CH:13]3[CH2:14][CH2:15][O:16][CH2:17][CH2:18]3)=[C:6]2[CH:5]=[N:4]1)[CH3:2].[CH2:1]([N:3]1[C:7]2=[N:8][C:9]([CH2:44][CH3:45])=[C:10]([CH2:19][NH:20][C:21](=[O:43])[C:22]3[CH:27]=[CH:26][C:25]([NH:28][C:29](=[O:42])[CH2:30][CH2:31][CH2:32][CH2:33][CH2:34][CH2:35][CH2:36][N:37]([CH3:38])[CH2:39][CH2:40][OH:41])=[CH:24][CH:23]=3)[C:11]([NH:12][CH:13]3[CH2:14][CH2:15][O:16][CH2:17][CH2:18]3)=[C:6]2[CH:5]=[N:4]1)[CH3:2]. (2) Given the reactants [CH3:1][C:2]1([CH3:20])[C:6]([CH3:8])([CH3:7])[O:5][B:4]([C:9]2[CH:10]=[N:11][N:12]([CH:14]3[CH2:19][CH2:18][NH:17][CH2:16][CH2:15]3)[CH:13]=2)[O:3]1.[CH3:21][S:22]([CH:25]=[CH2:26])(=[O:24])=[O:23].CCN(C(C)C)C(C)C, predict the reaction product. The product is: [CH3:21][S:22]([CH2:25][CH2:26][N:17]1[CH2:18][CH2:19][CH:14]([N:12]2[CH:13]=[C:9]([B:4]3[O:5][C:6]([CH3:7])([CH3:8])[C:2]([CH3:20])([CH3:1])[O:3]3)[CH:10]=[N:11]2)[CH2:15][CH2:16]1)(=[O:24])=[O:23]. (3) Given the reactants [C:1]([O:5][C:6]([N:8]1[C@H:12]([CH2:13][F:14])[C@@H:11]([C:15]2[CH:20]=[CH:19][C:18](B3OC(C)(C)C(C)(C)O3)=[CH:17][CH:16]=2)[O:10][C:9]1([CH3:31])[CH3:30])=[O:7])([CH3:4])([CH3:3])[CH3:2].C([O-])([O-])=O.[Cs+].[Cs+].Br[C:39]1[CH:40]=[CH:41][C:42]([C:45]#[N:46])=[N:43][CH:44]=1, predict the reaction product. The product is: [C:1]([O:5][C:6]([N:8]1[C@H:12]([CH2:13][F:14])[C@@H:11]([C:15]2[CH:16]=[CH:17][C:18]([C:39]3[CH:44]=[N:43][C:42]([C:45]#[N:46])=[CH:41][CH:40]=3)=[CH:19][CH:20]=2)[O:10][C:9]1([CH3:30])[CH3:31])=[O:7])([CH3:3])([CH3:4])[CH3:2]. (4) Given the reactants [C:1]([OH:14])(=[O:13])/[CH:2]=[CH:3]/[C:4]1[CH:12]=[CH:11][C:9]([OH:10])=[C:6]([O:7][CH3:8])[CH:5]=1.[C:15]1(P([C:16]2[CH:15]=CC=[CH:18][CH:17]=2)[C:16]2[CH:15]=CC=[CH:18][CH:17]=2)C=C[CH:18]=[CH:17][CH:16]=1.[Br:34]C(Br)(Br)Br, predict the reaction product. The product is: [Br:34][CH2:18][CH2:17][CH2:16][CH2:15][O:13][C:1](=[O:14])/[CH:2]=[CH:3]/[C:4]1[CH:12]=[CH:11][C:9]([OH:10])=[C:6]([O:7][CH3:8])[CH:5]=1. (5) Given the reactants [H-].[Na+].[CH3:3][CH:4]([CH3:9])[CH2:5][CH:6]([OH:8])[CH3:7].[Cl:10][C:11]1[CH:16]=[C:15](Cl)[N:14]=[CH:13][N:12]=1.[Cl-].[NH4+], predict the reaction product. The product is: [Cl:10][C:11]1[CH:16]=[C:15]([O:8][CH:6]([CH3:7])[CH2:5][CH:4]([CH3:9])[CH3:3])[N:14]=[CH:13][N:12]=1. (6) The product is: [O:1]1[CH2:6][CH2:5][N:4]([CH2:7][CH2:8][O:9][C:10]2[CH:18]=[C:17]3[C:13]([C:14]([C:26]4[CH:31]=[CH:30][C:29]([Cl:32])=[CH:28][CH:27]=4)=[C:15]([C:20]4[CH:25]=[N:36][CH:23]=[N:22][CH:21]=4)[C:16]3=[O:19])=[CH:12][CH:11]=2)[CH2:3][CH2:2]1. Given the reactants [O:1]1[CH2:6][CH2:5][N:4]([CH2:7][CH2:8][O:9][C:10]2[CH:18]=[C:17]3[C:13]([C:14]([C:26]4[CH:31]=[CH:30][C:29]([Cl:32])=[CH:28][CH:27]=4)=[C:15]([C:20]4[CH:21]=[N:22][CH:23]=C[CH:25]=4)[C:16]3=[O:19])=[CH:12][CH:11]=2)[CH2:3][CH2:2]1.O1CC[N:36](CCOC2C=C3C(C(C4C=CC=CC=4)=C(Br)C3=O)=CC=2)CC1.N1C=C(B(O)O)C=NC=1, predict the reaction product. (7) Given the reactants [Br:1][C:2]1[CH:10]=[CH:9][C:8]([C:11]([NH2:13])=[O:12])=[C:7]2[C:3]=1[CH:4]=[C:5](I)[NH:6]2.CC1(C)C(C)(C)OB([C:23]2[CH:37]=[CH:36][CH:35]=[CH:34][C:24]=2[CH2:25][NH:26][C:27](=[O:33])[O:28][C:29]([CH3:32])([CH3:31])[CH3:30])O1.C([O-])([O-])=O.[Na+].[Na+], predict the reaction product. The product is: [Br:1][C:2]1[CH:10]=[CH:9][C:8]([C:11](=[O:12])[NH2:13])=[C:7]2[C:3]=1[CH:4]=[C:5]([C:23]1[CH:37]=[CH:36][CH:35]=[CH:34][C:24]=1[CH2:25][NH:26][C:27](=[O:33])[O:28][C:29]([CH3:32])([CH3:31])[CH3:30])[NH:6]2.